Dataset: Forward reaction prediction with 1.9M reactions from USPTO patents (1976-2016). Task: Predict the product of the given reaction. Given the reactants [CH2:1]([O:8][C:9]1[CH:30]=[CH:29][C:12]([CH2:13][C:14]2[N:23]3[N:24]=[C:25]([NH2:27])[N:26]=[C:22]3[C:21]3[CH:20]=[CH:19][C:18](F)=[CH:17][C:16]=3[N:15]=2)=[CH:11][C:10]=1[O:31][CH3:32])[C:2]1[CH:7]=[CH:6][CH:5]=[CH:4][CH:3]=1.O1C2C=CC(CC3N4N=C(N)N=C4C4C=CC(F)=CC=4N=3)=CC=2OC1.[OH:58][CH2:59][CH2:60][CH2:61][NH2:62], predict the reaction product. The product is: [NH2:27][C:25]1[N:26]=[C:22]2[N:23]([C:14]([CH2:13][C:12]3[CH:29]=[CH:30][C:9]([O:8][CH2:1][C:2]4[CH:7]=[CH:6][CH:5]=[CH:4][CH:3]=4)=[C:10]([O:31][CH3:32])[CH:11]=3)=[N:15][C:16]3[CH:17]=[C:18]([NH:62][CH2:61][CH2:60][CH2:59][OH:58])[CH:19]=[CH:20][C:21]=32)[N:24]=1.